Dataset: Full USPTO retrosynthesis dataset with 1.9M reactions from patents (1976-2016). Task: Predict the reactants needed to synthesize the given product. (1) The reactants are: [CH3:1][C:2]1[N:25]([CH3:26])[C:5]2[CH:6]=[C:7]([C:22](O)=[O:23])[C:8]3[CH2:9][CH2:10][C:11]4([NH:20][C:21]=3[C:4]=2[N:3]=1)[CH2:19][C:18]1[C:13](=[CH:14][CH:15]=[CH:16][CH:17]=1)[CH2:12]4.[CH3:27][O:28][CH2:29][CH2:30][CH2:31][NH2:32]. Given the product [CH3:27][O:28][CH2:29][CH2:30][CH2:31][NH:32][C:22]([C:7]1[C:8]2[CH2:9][CH2:10][C:11]3([NH:20][C:21]=2[C:4]2[N:3]=[C:2]([CH3:1])[N:25]([CH3:26])[C:5]=2[CH:6]=1)[CH2:19][C:18]1[C:13](=[CH:14][CH:15]=[CH:16][CH:17]=1)[CH2:12]3)=[O:23], predict the reactants needed to synthesize it. (2) Given the product [CH3:1][N:2]1[CH2:7][CH2:6][N:5]([CH2:8][CH2:9][O:10][C:18]2[N:23]=[N:22][C:21]([C:24]3[N:32]4[C:27]([CH:28]=[CH:29][CH:30]=[CH:31]4)=[CH:26][C:25]=3[C:33]([O:35][CH2:36][CH3:37])=[O:34])=[CH:20][CH:19]=2)[CH2:4][CH2:3]1, predict the reactants needed to synthesize it. The reactants are: [CH3:1][N:2]1[CH2:7][CH2:6][N:5]([CH2:8][CH2:9][OH:10])[CH2:4][CH2:3]1.CC(C)([O-])C.[K+].Cl[C:18]1[N:23]=[N:22][C:21]([C:24]2[N:32]3[C:27]([CH:28]=[CH:29][CH:30]=[CH:31]3)=[CH:26][C:25]=2[C:33]([O:35][CH2:36][CH3:37])=[O:34])=[CH:20][CH:19]=1. (3) Given the product [CH2:25]([S:12]/[C:11](/[NH:13][C:14](=[O:18])[O:15][CH2:16][CH3:17])=[N:10]/[C:7]1[CH:6]=[CH:5][C:4]([CH:1]([CH3:3])[CH3:2])=[CH:9][CH:8]=1)[CH3:26], predict the reactants needed to synthesize it. The reactants are: [CH:1]([C:4]1[CH:9]=[CH:8][C:7]([NH:10][C:11]([NH:13][C:14](=[O:18])[O:15][CH2:16][CH3:17])=[S:12])=[CH:6][CH:5]=1)([CH3:3])[CH3:2].C(=O)([O-])[O-].[K+].[K+].[CH2:25](I)[CH3:26]. (4) Given the product [Br:1][C:2]1[CH:3]=[CH:4][C:5]([O:32][C:33]([CH3:34])([CH3:35])[C:36]([N:74]2[CH2:75][CH2:76][C:71]([F:77])([F:70])[CH2:72][CH2:73]2)=[O:37])=[C:6]([CH:8]2[C:13]3([C:21]4[C:16](=[CH:17][C:18]([Cl:22])=[CH:19][CH:20]=4)[NH:15][C:14]3=[O:23])[CH:12]([C:24]3[CH:29]=[CH:28][CH:27]=[C:26]([Cl:30])[CH:25]=3)[CH2:11][C:10](=[O:31])[NH:9]2)[CH:7]=1, predict the reactants needed to synthesize it. The reactants are: [Br:1][C:2]1[CH:3]=[CH:4][C:5]([O:32][C:33]([C:36](O)=[O:37])([CH3:35])[CH3:34])=[C:6]([CH:8]2[C:13]3([C:21]4[C:16](=[CH:17][C:18]([Cl:22])=[CH:19][CH:20]=4)[NH:15][C:14]3=[O:23])[CH:12]([C:24]3[CH:29]=[CH:28][CH:27]=[C:26]([Cl:30])[CH:25]=3)[CH2:11][C:10](=[O:31])[NH:9]2)[CH:7]=1.CCN=C=NCCCN(C)C.C1C=CC2N(O)N=NC=2C=1.CCN(C(C)C)C(C)C.Cl.[F:70][C:71]1([F:77])[CH2:76][CH2:75][NH:74][CH2:73][CH2:72]1. (5) Given the product [CH2:1]([O:3][C:4](=[O:24])[C:5]([CH3:23])([CH3:22])[CH2:6][C:8]1[CH:13]=[CH:12][C:11]([O:14][CH2:15][C:16]2[CH:21]=[CH:20][CH:19]=[CH:18][CH:17]=2)=[CH:10][CH:9]=1)[CH3:2], predict the reactants needed to synthesize it. The reactants are: [CH2:1]([O:3][C:4](=[O:24])[C:5]([CH3:23])([CH3:22])[CH:6]([C:8]1[CH:13]=[CH:12][C:11]([O:14][CH2:15][C:16]2[CH:21]=[CH:20][CH:19]=[CH:18][CH:17]=2)=[CH:10][CH:9]=1)O)[CH3:2].C([SiH](CC)CC)C.C(=O)(O)[O-].[Na+].